From a dataset of Full USPTO retrosynthesis dataset with 1.9M reactions from patents (1976-2016). Predict the reactants needed to synthesize the given product. (1) Given the product [CH3:13][O:12][C:5]1[CH:4]=[CH:3][C:2]([B:14]2[O:18][C:17]([CH3:20])([CH3:19])[C:16]([CH3:22])([CH3:21])[O:15]2)=[CH:7][C:6]=1[C:8]([OH:11])([CH3:10])[CH3:9], predict the reactants needed to synthesize it. The reactants are: Br[C:2]1[CH:3]=[CH:4][C:5]([O:12][CH3:13])=[C:6]([C:8]([OH:11])([CH3:10])[CH3:9])[CH:7]=1.[B:14]1([B:14]2[O:18][C:17]([CH3:20])([CH3:19])[C:16]([CH3:22])([CH3:21])[O:15]2)[O:18][C:17]([CH3:20])([CH3:19])[C:16]([CH3:22])([CH3:21])[O:15]1.C([O-])(=O)C.[K+]. (2) The reactants are: [Br:1][C:2]1[N:3]=[C:4]([C:9]#[C:10][Si:11]([CH3:14])([CH3:13])[CH3:12])[C:5]([NH2:8])=[N:6][CH:7]=1.[CH3:15][C:16]([O:19][C:20](O[C:20]([O:19][C:16]([CH3:18])([CH3:17])[CH3:15])=[O:21])=[O:21])([CH3:18])[CH3:17]. Given the product [C:16]([O:19][C:20]([N:8]([C:5]1[C:4]([C:9]#[C:10][Si:11]([CH3:13])([CH3:12])[CH3:14])=[N:3][C:2]([Br:1])=[CH:7][N:6]=1)[C:20](=[O:21])[O:19][C:16]([CH3:18])([CH3:17])[CH3:15])=[O:21])([CH3:18])([CH3:17])[CH3:15], predict the reactants needed to synthesize it. (3) The reactants are: [Cl:1][C:2]1[CH:3]=[CH:4][C:5]([CH2:8][CH2:9][C:10]2[CH:15]=[CH:14][NH:13][C:12](=[O:16])[N:11]=2)=[N:6][CH:7]=1.Br[C:18]1[CH:23]=[CH:22][C:21]2[C:24]3[CH2:25][N:26]([C:32]([O:34][C:35]([CH3:38])([CH3:37])[CH3:36])=[O:33])[CH2:27][CH2:28][CH2:29][C:30]=3[O:31][C:20]=2[CH:19]=1.C([O-])([O-])=O.[Cs+].[Cs+].CN[C@@H]1CCCC[C@H]1NC. Given the product [Cl:1][C:2]1[CH:3]=[CH:4][C:5]([CH2:8][CH2:9][C:10]2[CH:15]=[CH:14][N:13]([C:18]3[CH:23]=[CH:22][C:21]4[C:24]5[CH2:25][N:26]([C:32]([O:34][C:35]([CH3:38])([CH3:37])[CH3:36])=[O:33])[CH2:27][CH2:28][CH2:29][C:30]=5[O:31][C:20]=4[CH:19]=3)[C:12](=[O:16])[N:11]=2)=[N:6][CH:7]=1, predict the reactants needed to synthesize it. (4) Given the product [C:13]([O:12][C:10]([N:7]1[CH2:8][CH2:9][CH:4]([C:1]2[S:3][CH:18]=[C:19]([C:20]([O:22][CH2:23][CH3:24])=[O:21])[N:2]=2)[CH2:5][CH2:6]1)=[O:11])([CH3:16])([CH3:15])[CH3:14], predict the reactants needed to synthesize it. The reactants are: [C:1]([CH:4]1[CH2:9][CH2:8][N:7]([C:10]([O:12][C:13]([CH3:16])([CH3:15])[CH3:14])=[O:11])[CH2:6][CH2:5]1)(=[S:3])[NH2:2].Br[CH2:18][C:19](=O)[C:20]([O:22][CH2:23][CH3:24])=[O:21].C(N(CC)CC)C. (5) Given the product [CH3:15][O:16][C:6](=[O:14])[C:5]1[C:9](=[CH:10][CH:11]=[CH:12][C:4]=1[N+:1]([O-:3])=[O:2])[C:8]([OH:13])=[O:7], predict the reactants needed to synthesize it. The reactants are: [N+:1]([C:4]1[CH:12]=[CH:11][CH:10]=[C:9]2[C:5]=1[C:6](=[O:14])[O:7][C:8]2=[O:13])([O-:3])=[O:2].[CH3:15][OH:16]. (6) The reactants are: [CH3:1][N:2]1[CH2:7][CH2:6][N:5]([C:8]2([C:12]#[N:13])[CH2:11][CH2:10][CH2:9]2)[CH2:4][CH2:3]1.[C:14]1([Li])[CH:19]=[CH:18][CH:17]=[CH:16][CH:15]=1. Given the product [CH3:1][N:2]1[CH2:7][CH2:6][N:5]([C:8]2([CH:12]([NH2:13])[C:14]3[CH:19]=[CH:18][CH:17]=[CH:16][CH:15]=3)[CH2:11][CH2:10][CH2:9]2)[CH2:4][CH2:3]1, predict the reactants needed to synthesize it. (7) The reactants are: [CH3:1][CH:2]1[C:7](=[O:8])[CH2:6][CH2:5][N:4](CC2C=CC=CC=2)[CH2:3]1.Cl.O1CCOCC1.[H][H].[C:33](O[C:33]([O:35][C:36]([CH3:39])([CH3:38])[CH3:37])=[O:34])([O:35][C:36]([CH3:39])([CH3:38])[CH3:37])=[O:34]. Given the product [CH3:1][CH:2]1[C:7](=[O:8])[CH2:6][CH2:5][N:4]([C:33]([O:35][C:36]([CH3:37])([CH3:38])[CH3:39])=[O:34])[CH2:3]1, predict the reactants needed to synthesize it. (8) Given the product [Cl:1][CH:2]([Cl:7])/[C:3](=[N:19]/[NH:18][S:15]([C:12]1[CH:13]=[CH:14][C:9]([CH3:8])=[CH:10][CH:11]=1)(=[O:17])=[O:16])/[CH2:4][CH2:5][CH2:20][CH3:21], predict the reactants needed to synthesize it. The reactants are: [Cl:1][CH:2]([Cl:7])[C:3](=O)[CH2:4][CH3:5].[CH3:8][C:9]1[CH:14]=[CH:13][C:12]([S:15]([NH:18][NH2:19])(=[O:17])=[O:16])=[CH:11][CH:10]=1.[C:20](O)(=O)[CH2:21]C.